From a dataset of Full USPTO retrosynthesis dataset with 1.9M reactions from patents (1976-2016). Predict the reactants needed to synthesize the given product. (1) Given the product [C:21]1(=[C:13]([C:10]2[CH:11]=[CH:12][C:7]([O:6][CH2:5][CH2:4][OH:3])=[CH:8][CH:9]=2)[C:14]2[CH:19]=[CH:18][C:17]([OH:20])=[CH:16][CH:15]=2)[CH2:22][CH2:23][CH2:24][CH2:25][CH2:26][CH2:27]1, predict the reactants needed to synthesize it. The reactants are: C([O:3][C:4](=O)[CH2:5][O:6][C:7]1[CH:12]=[CH:11][C:10]([C:13](=[C:21]2[CH2:27][CH2:26][CH2:25][CH2:24][CH2:23][CH2:22]2)[C:14]2[CH:19]=[CH:18][C:17]([OH:20])=[CH:16][CH:15]=2)=[CH:9][CH:8]=1)C.[H-].[H-].[H-].[H-].[Li+].[Al+3]. (2) Given the product [CH3:21][S:22]([O:5][CH2:4][CH2:3][C:2]([CH3:1])([N:7]1[CH:11]=[C:10]([C:12]2[C:13]3[CH:20]=[CH:19][NH:18][C:14]=3[N:15]=[CH:16][N:17]=2)[CH:9]=[N:8]1)[CH3:6])(=[O:24])=[O:23], predict the reactants needed to synthesize it. The reactants are: [CH3:1][C:2]([N:7]1[CH:11]=[C:10]([C:12]2[C:13]3[CH:20]=[CH:19][NH:18][C:14]=3[N:15]=[CH:16][N:17]=2)[CH:9]=[N:8]1)([CH3:6])[CH2:3][CH2:4][OH:5].[CH3:21][S:22](Cl)(=[O:24])=[O:23].